Dataset: NCI-60 drug combinations with 297,098 pairs across 59 cell lines. Task: Regression. Given two drug SMILES strings and cell line genomic features, predict the synergy score measuring deviation from expected non-interaction effect. (1) Drug 1: C1CC(=O)NC(=O)C1N2CC3=C(C2=O)C=CC=C3N. Drug 2: COC1=CC(=CC(=C1O)OC)C2C3C(COC3=O)C(C4=CC5=C(C=C24)OCO5)OC6C(C(C7C(O6)COC(O7)C8=CC=CS8)O)O. Cell line: SR. Synergy scores: CSS=65.0, Synergy_ZIP=-0.196, Synergy_Bliss=1.01, Synergy_Loewe=2.07, Synergy_HSA=5.62. (2) Drug 1: C1CC(=O)NC(=O)C1N2CC3=C(C2=O)C=CC=C3N. Drug 2: CN(C(=O)NC(C=O)C(C(C(CO)O)O)O)N=O. Cell line: DU-145. Synergy scores: CSS=3.01, Synergy_ZIP=3.24, Synergy_Bliss=0.139, Synergy_Loewe=1.23, Synergy_HSA=1.45. (3) Drug 1: C1=CN(C=N1)CC(O)(P(=O)(O)O)P(=O)(O)O. Drug 2: C(=O)(N)NO. Cell line: NCI-H226. Synergy scores: CSS=0.625, Synergy_ZIP=0.460, Synergy_Bliss=1.37, Synergy_Loewe=-0.158, Synergy_HSA=-0.352. (4) Drug 1: CNC(=O)C1=CC=CC=C1SC2=CC3=C(C=C2)C(=NN3)C=CC4=CC=CC=N4. Drug 2: C1C(C(OC1N2C=NC3=C2NC=NCC3O)CO)O. Cell line: HL-60(TB). Synergy scores: CSS=11.3, Synergy_ZIP=-2.85, Synergy_Bliss=-2.33, Synergy_Loewe=-7.91, Synergy_HSA=-1.76. (5) Drug 1: CC1=C2C(C(=O)C3(C(CC4C(C3C(C(C2(C)C)(CC1OC(=O)C(C(C5=CC=CC=C5)NC(=O)OC(C)(C)C)O)O)OC(=O)C6=CC=CC=C6)(CO4)OC(=O)C)OC)C)OC. Drug 2: C1=CC(=CC=C1CCCC(=O)O)N(CCCl)CCCl. Cell line: CCRF-CEM. Synergy scores: CSS=85.7, Synergy_ZIP=7.67, Synergy_Bliss=5.10, Synergy_Loewe=3.82, Synergy_HSA=7.81. (6) Drug 1: C1=NC2=C(N=C(N=C2N1C3C(C(C(O3)CO)O)F)Cl)N. Drug 2: C1CC(=O)NC(=O)C1N2C(=O)C3=CC=CC=C3C2=O. Cell line: NCI-H322M. Synergy scores: CSS=-3.95, Synergy_ZIP=1.61, Synergy_Bliss=-1.66, Synergy_Loewe=-3.49, Synergy_HSA=-4.94. (7) Drug 1: CN(C)C1=NC(=NC(=N1)N(C)C)N(C)C. Drug 2: CC12CCC3C(C1CCC2OP(=O)(O)O)CCC4=C3C=CC(=C4)OC(=O)N(CCCl)CCCl.[Na+]. Cell line: NCI-H522. Synergy scores: CSS=-9.12, Synergy_ZIP=-4.88, Synergy_Bliss=-16.8, Synergy_Loewe=-30.5, Synergy_HSA=-19.8. (8) Drug 1: CC(C1=C(C=CC(=C1Cl)F)Cl)OC2=C(N=CC(=C2)C3=CN(N=C3)C4CCNCC4)N. Drug 2: CCC(=C(C1=CC=CC=C1)C2=CC=C(C=C2)OCCN(C)C)C3=CC=CC=C3.C(C(=O)O)C(CC(=O)O)(C(=O)O)O. Cell line: PC-3. Synergy scores: CSS=14.9, Synergy_ZIP=-2.29, Synergy_Bliss=3.26, Synergy_Loewe=0.181, Synergy_HSA=3.36.